This data is from Forward reaction prediction with 1.9M reactions from USPTO patents (1976-2016). The task is: Predict the product of the given reaction. (1) Given the reactants Br[C:2]1[N:3]=[CH:4][C:5]([NH:8][C:9](=[O:26])[CH:10]([NH:14][C:15](=[O:25])[CH2:16][C:17]2[CH:22]=[C:21]([F:23])[CH:20]=[C:19]([F:24])[CH:18]=2)[CH2:11][CH2:12][CH3:13])=[N:6][CH:7]=1.[CH2:27]([NH2:34])[C:28]1[CH:33]=[CH:32][CH:31]=[CH:30][CH:29]=1, predict the reaction product. The product is: [CH2:27]([NH:34][C:2]1[N:3]=[CH:4][C:5]([NH:8][C:9](=[O:26])[CH:10]([NH:14][C:15](=[O:25])[CH2:16][C:17]2[CH:22]=[C:21]([F:23])[CH:20]=[C:19]([F:24])[CH:18]=2)[CH2:11][CH2:12][CH3:13])=[N:6][CH:7]=1)[C:28]1[CH:33]=[CH:32][CH:31]=[CH:30][CH:29]=1. (2) Given the reactants [C:1](Cl)(=[O:8])[CH2:2][CH2:3][CH2:4][CH2:5][CH2:6][CH3:7].[Br:10][C:11]1[CH:17]=[C:16]([CH3:18])[C:14]([NH2:15])=[C:13]([CH3:19])[CH:12]=1, predict the reaction product. The product is: [Br:10][C:11]1[CH:17]=[C:16]([CH3:18])[C:14]([NH:15][C:1](=[O:8])[CH2:2][CH2:3][CH2:4][CH2:5][CH2:6][CH3:7])=[C:13]([CH3:19])[CH:12]=1.